This data is from Full USPTO retrosynthesis dataset with 1.9M reactions from patents (1976-2016). The task is: Predict the reactants needed to synthesize the given product. The reactants are: ClC1C=CC(C2N(CC(O)C(F)(F)F)C(=O)N(CC3C=CC(C(O)=O)=CC=3)N=2)=CC=1.[Cl:31][C:32]1[CH:37]=[CH:36][C:35]([C:38]2[N:42]([CH2:43][CH:44]([OH:49])[C:45]([F:48])([F:47])[F:46])[C:41](=[O:50])[N:40]([CH2:51][C:52]3[CH:53]=[C:54]([CH:59]=[CH:60][CH:61]=3)[C:55]([O:57]C)=[O:56])[N:39]=2)=[CH:34][CH:33]=1. Given the product [Cl:31][C:32]1[CH:33]=[CH:34][C:35]([C:38]2[N:42]([CH2:43][CH:44]([OH:49])[C:45]([F:47])([F:46])[F:48])[C:41](=[O:50])[N:40]([CH2:51][C:52]3[CH:53]=[C:54]([CH:59]=[CH:60][CH:61]=3)[C:55]([OH:57])=[O:56])[N:39]=2)=[CH:36][CH:37]=1, predict the reactants needed to synthesize it.